From a dataset of Full USPTO retrosynthesis dataset with 1.9M reactions from patents (1976-2016). Predict the reactants needed to synthesize the given product. (1) Given the product [CH3:1][O:2][C:3]([C:5]1[C:13]2[C:8](=[CH:9][CH:10]=[CH:11][CH:12]=2)[N:7]([CH2:15][C:16](=[O:17])[C:18]2[CH:23]=[CH:22][CH:21]=[CH:20][CH:19]=2)[CH:6]=1)=[O:4], predict the reactants needed to synthesize it. The reactants are: [CH3:1][O:2][C:3]([C:5]1[C:13]2[C:8](=[CH:9][CH:10]=[CH:11][CH:12]=2)[NH:7][CH:6]=1)=[O:4].Br[CH2:15][C:16]([C:18]1[CH:23]=[CH:22][CH:21]=[CH:20][CH:19]=1)=[O:17].C([O-])([O-])=O.[K+].[K+]. (2) Given the product [CH2:1]([N:41]1[CH2:42][CH2:43][CH:38]([NH:37][C:36]2[CH:35]=[CH:34][C:30]([C:31]([NH2:33])=[O:32])=[CH:29][C:28]=2[Cl:27])[CH2:39][CH2:40]1)[C:2]1[CH:7]=[CH:6][CH:5]=[CH:4][CH:3]=1, predict the reactants needed to synthesize it. The reactants are: [CH:1](=O)[C:2]1[CH:7]=[CH:6][CH:5]=[CH:4][CH:3]=1.C(O[BH-](OC(=O)C)OC(=O)C)(=O)C.[Na+].C(O)(=O)C.[Cl:27][C:28]1[CH:29]=[C:30]([CH:34]=[CH:35][C:36]=1[NH:37][CH:38]1[CH2:43][CH2:42][NH:41][CH2:40][CH2:39]1)[C:31]([NH2:33])=[O:32].[OH-].[Na+]. (3) Given the product [CH:1]1([CH2:5][O:6][C:7]2[C:12]3[C:13]([O:16][CH2:17][CH:18]4[CH2:19][CH2:20][N:21]([CH2:24][C:25]([CH3:32])([CH3:30])[C:26]([O:28][CH3:29])=[O:27])[CH2:22][CH2:23]4)=[N:14][O:15][C:11]=3[CH:10]=[CH:9][CH:8]=2)[CH2:2][CH2:3][CH2:4]1, predict the reactants needed to synthesize it. The reactants are: [CH:1]1([CH2:5][O:6][C:7]2[C:12]3[C:13]([O:16][CH2:17][CH:18]4[CH2:23][CH2:22][NH:21][CH2:20][CH2:19]4)=[N:14][O:15][C:11]=3[CH:10]=[CH:9][CH:8]=2)[CH2:4][CH2:3][CH2:2]1.[CH3:24][C:25]([CH3:32])([CH:30]=O)[C:26]([O:28][CH3:29])=[O:27].C(C1(C(OC)=O)CCC1)=O. (4) Given the product [CH3:18][S:19]([C:22]1[CH:23]=[C:24]([C:9]2[S:10][C:5]3[C:4]([N:12]4[CH2:17][CH2:16][O:15][CH2:14][CH2:13]4)=[N:3][C:2]([C:39]4[CH:40]=[C:41]5[CH:47]=[CH:46][NH:45][C:42]5=[N:43][CH:44]=4)=[N:7][C:6]=3[CH:8]=2)[CH:25]=[CH:26][CH:27]=1)(=[O:21])=[O:20], predict the reactants needed to synthesize it. The reactants are: Cl[C:2]1[N:3]=[C:4]([N:12]2[CH2:17][CH2:16][O:15][CH2:14][CH2:13]2)[C:5]2[S:10][C:9](I)=[CH:8][C:6]=2[N:7]=1.[CH3:18][S:19]([C:22]1[CH:23]=[C:24](B(O)O)[CH:25]=[CH:26][CH:27]=1)(=[O:21])=[O:20].CC1(C)C(C)(C)OB([C:39]2[CH:40]=[C:41]3[CH:47]=[CH:46][NH:45][C:42]3=[N:43][CH:44]=2)O1. (5) The reactants are: [OH:1][P:2]([O-:5])([O-:4])=[O:3].[K+:6].[K+].[OH:8][P:9]([O-:12])([OH:11])=[O:10].[K+]. Given the product [OH:3][P:2]([O-:5])([O-:4])=[O:1].[K+:6].[K+:6].[OH:10][P:9]([O-:12])([OH:11])=[O:8].[K+:6], predict the reactants needed to synthesize it. (6) Given the product [OH:36][CH:29]([C:30]1[CH:35]=[CH:34][CH:33]=[CH:32][CH:31]=1)[C:21]([C:18]1[CH:19]=[CH:20][C:15]([O:14][CH3:13])=[CH:16][CH:17]=1)=[O:24], predict the reactants needed to synthesize it. The reactants are: C(NC(C)C)(C)C.C([Li])CCC.[CH3:13][O:14][C:15]1[CH:20]=[CH:19][C:18]([CH:21]([O:24][Si](C)(C)C)C#N)=[CH:17][CH:16]=1.[CH:29](=[O:36])[C:30]1[CH:35]=[CH:34][CH:33]=[CH:32][CH:31]=1.[Cl-].[NH4+]. (7) Given the product [C:1]12([C:11]3[CH:12]=[C:13]([C:19]4[CH:24]=[CH:23][CH:22]=[C:21]([CH2:25][CH:26]5[S:30][C:29](=[S:31])[NH:28][C:27]5=[O:32])[CH:20]=4)[CH:14]=[C:15]([F:18])[C:16]=3[OH:17])[CH2:10][CH:5]3[CH2:4][CH:3]([CH2:9][CH:7]([CH2:6]3)[CH2:8]1)[CH2:2]2, predict the reactants needed to synthesize it. The reactants are: [C:1]12([C:11]3[CH:12]=[C:13]([C:19]4[CH:24]=[CH:23][CH:22]=[C:21]([CH:25]=[C:26]5[S:30][C:29](=[S:31])[NH:28][C:27]5=[O:32])[CH:20]=4)[CH:14]=[C:15]([F:18])[C:16]=3[OH:17])[CH2:10][CH:5]3[CH2:6][CH:7]([CH2:9][CH:3]([CH2:4]3)[CH2:2]1)[CH2:8]2.[Li+].[BH4-]. (8) Given the product [CH2:1]([N:8]1[C:13](=[O:14])[C:12]([NH:15][CH2:16][C:17](=[O:19])[N:44]2[CH2:43][CH2:42][CH:41]([O:40][C:39]3[CH:47]=[CH:48][CH:49]=[CH:50][C:38]=3[C:37]([F:36])([F:51])[F:52])[CH2:46][CH2:45]2)=[CH:11][CH:10]=[N:9]1)[C:2]1[CH:3]=[CH:4][CH:5]=[CH:6][CH:7]=1, predict the reactants needed to synthesize it. The reactants are: [CH2:1]([N:8]1[C:13](=[O:14])[C:12]([NH:15][CH2:16][C:17]([OH:19])=O)=[CH:11][CH:10]=[N:9]1)[C:2]1[CH:7]=[CH:6][CH:5]=[CH:4][CH:3]=1.C(Br)C1C=CC=CC=1.N1NC(=O)C=CC=1.Cl.[F:36][C:37]([F:52])([F:51])[C:38]1[CH:50]=[CH:49][CH:48]=[CH:47][C:39]=1[O:40][CH:41]1[CH2:46][CH2:45][NH:44][CH2:43][CH2:42]1.